From a dataset of Forward reaction prediction with 1.9M reactions from USPTO patents (1976-2016). Predict the product of the given reaction. Given the reactants CC(C)C(=O)C.C(O[CH:10](OCC)[CH2:11][C:12](=O)[CH:13]([CH3:15])[CH3:14])C.S(O)(O)(=O)=O.[NH2:25][C:26]1[NH:27][CH:28]=[CH:29][N:30]=1.[NH2:25][C:26]1[NH:27][CH:28]=[CH:29][N:30]=1, predict the reaction product. The product is: [CH:13]([C:12]1[CH:11]=[CH:10][N:27]2[CH:28]=[CH:29][N:30]=[C:26]2[N:25]=1)([CH3:14])[CH3:15].